Predict the reactants needed to synthesize the given product. From a dataset of Full USPTO retrosynthesis dataset with 1.9M reactions from patents (1976-2016). The reactants are: Cl[C:2]1[CH:3]=[C:4]([CH:17]=[CH:18][CH:19]=1)[CH2:5][S:6][C:7]1[CH:8]=[C:9]([O:15][CH3:16])[C:10]([O:13][CH3:14])=[N:11][CH:12]=1.BrCC1C=CC=C([C:28]([F:31])([F:30])[F:29])C=1. Given the product [CH3:14][O:13][C:10]1[C:9]([O:15][CH3:16])=[CH:8][C:7]([S:6][CH2:5][C:4]2[CH:17]=[CH:18][CH:19]=[C:2]([C:28]([F:31])([F:30])[F:29])[CH:3]=2)=[CH:12][N:11]=1, predict the reactants needed to synthesize it.